This data is from Peptide-MHC class I binding affinity with 185,985 pairs from IEDB/IMGT. The task is: Regression. Given a peptide amino acid sequence and an MHC pseudo amino acid sequence, predict their binding affinity value. This is MHC class I binding data. (1) The peptide sequence is FPPNYKLL. The MHC is H-2-Kb with pseudo-sequence H-2-Kb. The binding affinity (normalized) is 0.271. (2) The peptide sequence is YTKFWYVNHTL. The MHC is H-2-Db with pseudo-sequence H-2-Db. The binding affinity (normalized) is 0.0431. (3) The peptide sequence is FLAVGGVLL. The MHC is HLA-C05:01 with pseudo-sequence HLA-C05:01. The binding affinity (normalized) is 0.229. (4) The peptide sequence is VLFEVFVVF. The MHC is HLA-B08:01 with pseudo-sequence HLA-B08:01. The binding affinity (normalized) is 0.211. (5) The MHC is HLA-A11:01 with pseudo-sequence HLA-A11:01. The peptide sequence is KPARGGSSI. The binding affinity (normalized) is 0.0847.